This data is from Reaction yield outcomes from USPTO patents with 853,638 reactions. The task is: Predict the reaction yield, written as a fraction of the theoretical maximum amount of product (1.0 means a 100% yield; for example, 0.34 means a 34% yield). The reactants are Cl[C:2]1[N:7]=[C:6]([NH:8][C@@H:9]2[CH2:14][CH2:13][CH2:12][CH2:11][C@H:10]2[NH:15][S:16]([CH3:19])(=[O:18])=[O:17])[C:5]([Cl:20])=[CH:4][N:3]=1.[CH2:21]([N:23]1[CH2:29][CH2:28][C:27]2[CH:30]=[C:31]([NH2:34])[CH:32]=[CH:33][C:26]=2[CH2:25][CH2:24]1)[CH3:22].Cl.C(=O)([O-])[O-]. The catalyst is COCCO.O1CCOCC1. The product is [Cl:20][C:5]1[C:6]([NH:8][C@@H:9]2[CH2:14][CH2:13][CH2:12][CH2:11][C@H:10]2[NH:15][S:16]([CH3:19])(=[O:18])=[O:17])=[N:7][C:2]([NH:34][C:31]2[CH:32]=[CH:33][C:26]3[CH2:25][CH2:24][N:23]([CH2:21][CH3:22])[CH2:29][CH2:28][C:27]=3[CH:30]=2)=[N:3][CH:4]=1. The yield is 0.280.